Dataset: Forward reaction prediction with 1.9M reactions from USPTO patents (1976-2016). Task: Predict the product of the given reaction. (1) Given the reactants [CH3:1][CH:2]([CH3:47])[C@H:3]([NH:42][C:43](=[O:46])[O:44][CH3:45])[C:4]([N:6]1[CH2:10][C@@H:9]([CH3:11])[CH2:8][C@H:7]1[C:12]1[NH:16][C:15]2[C:17]3[C:22]([CH:23]=[CH:24][C:14]=2[N:13]=1)=[CH:21][C:20]1[C:25]2[C:30]([CH2:31][O:32][C:19]=1[CH:18]=3)=[CH:29][C:28](B1OC(C)(C)C(C)(C)O1)=[CH:27][CH:26]=2)=[O:5].I[C:49]1[NH:53][C:52]([C@@H:54]2[CH2:58][C@H:57]([CH2:59][O:60][CH3:61])[CH2:56][N:55]2C(=O)[C@@H](NC(=O)OC)C(C)C)=[N:51][CH:50]=1.[C:73]([O-:76])([O-])=[O:74].[K+].[K+], predict the reaction product. The product is: [CH3:45][O:44][C:43]([NH:42][C@H:3]([C:4]([N:6]1[CH2:10][C@@H:9]([CH3:11])[CH2:8][C@H:7]1[C:12]1[NH:16][C:15]2[C:17]3[C:22]([CH:23]=[CH:24][C:14]=2[N:13]=1)=[CH:21][C:20]1[C:25]2[C:26]([CH2:31][O:32][C:19]=1[CH:18]=3)=[CH:27][C:28]([C:50]1[NH:51][C:52]([C@@H:54]3[CH2:58][C@H:57]([CH2:59][O:60][CH3:61])[CH2:56][N:55]3[C:73]([O:76][C:2]([CH3:47])([CH3:3])[CH3:1])=[O:74])=[N:53][CH:49]=1)=[CH:29][CH:30]=2)=[O:5])[CH:2]([CH3:47])[CH3:1])=[O:46]. (2) Given the reactants [C:1]1([C:7]#[C:8][C:9]2[CH:14]=[CH:13][NH:12][C:11](=[O:15])[N:10]=2)[CH:6]=[CH:5][CH:4]=[CH:3][CH:2]=1.[OH:16][C:17]([CH3:32])([CH3:31])[CH2:18][O:19][C:20]1[CH:25]=[CH:24][C:23](B(O)O)=[CH:22][C:21]=1[O:29][CH3:30].CN(C)CCN(C)C.C(OC)(C)(C)C, predict the reaction product. The product is: [OH:16][C:17]([CH3:32])([CH3:31])[CH2:18][O:19][C:20]1[CH:25]=[CH:24][C:23]([N:12]2[CH:13]=[CH:14][C:9]([C:8]#[C:7][C:1]3[CH:6]=[CH:5][CH:4]=[CH:3][CH:2]=3)=[N:10][C:11]2=[O:15])=[CH:22][C:21]=1[O:29][CH3:30]. (3) Given the reactants [CH2:1]([C:3]([C:25]1[CH:30]=[CH:29][C:28]([OH:31])=[C:27]([CH3:32])[CH:26]=1)([C:6]1[CH:11]=[CH:10][C:9](/[CH:12]=[CH:13]/[C:14]([OH:23])([C:19]([F:22])([F:21])[F:20])[C:15]([F:18])([F:17])[F:16])=[C:8]([CH3:24])[CH:7]=1)[CH2:4][CH3:5])[CH3:2].[H-].[Na+].[CH3:35][O:36][CH2:37]Cl.[NH4+].[Cl-], predict the reaction product. The product is: [CH2:1]([C:3]([C:25]1[CH:30]=[CH:29][C:28]([OH:31])=[C:27]([CH3:32])[CH:26]=1)([C:6]1[CH:11]=[CH:10][C:9](/[CH:12]=[CH:13]/[C:14]([O:23][CH2:35][O:36][CH3:37])([C:19]([F:20])([F:21])[F:22])[C:15]([F:18])([F:17])[F:16])=[C:8]([CH3:24])[CH:7]=1)[CH2:4][CH3:5])[CH3:2]. (4) Given the reactants [F:1][C:2]1[C:7]([O:8][CH3:9])=[CH:6][C:5]([O:10][CH3:11])=[C:4]([F:12])[C:3]=1[C:13]#[C:14][C:15]1[CH:16]=[N:17][C:18]([NH:21][C:22]2[CH:27]=[CH:26][C:25]([N:28]3[CH2:33][CH2:32][N:31]([CH3:34])[CH2:30][CH2:29]3)=[C:24]([O:35][CH3:36])[CH:23]=2)=[N:19][CH:20]=1.O1CCCC1, predict the reaction product. The product is: [F:1][C:2]1[C:7]([O:8][CH3:9])=[CH:6][C:5]([O:10][CH3:11])=[C:4]([F:12])[C:3]=1[CH2:13][CH2:14][C:15]1[CH:16]=[N:17][C:18]([NH:21][C:22]2[CH:27]=[CH:26][C:25]([N:28]3[CH2:33][CH2:32][N:31]([CH3:34])[CH2:30][CH2:29]3)=[C:24]([O:35][CH3:36])[CH:23]=2)=[N:19][CH:20]=1. (5) Given the reactants FC(F)(F)C(O)=O.[NH2:8][C@H:9]([C:19]1[C:24]([C:25]2[CH:26]=[CH:27][C:28]([F:34])=[C:29]([CH:33]=2)[C:30]([NH2:32])=[O:31])=[CH:23][CH:22]=[CH:21][N:20]=1)[CH2:10][C:11]1[CH:16]=[C:15]([F:17])[CH:14]=[C:13]([F:18])[CH:12]=1.[O:35]=[C:36]1[NH:45][C:44]2[C:39](=[CH:40][CH:41]=[CH:42][CH:43]=2)[N:38]([CH2:46][C:47](O)=[O:48])[CH2:37]1, predict the reaction product. The product is: [F:17][C:15]1[CH:16]=[C:11]([CH2:10][C@@H:9]([C:19]2[C:24]([C:25]3[CH:26]=[CH:27][C:28]([F:34])=[C:29]([CH:33]=3)[C:30]([NH2:32])=[O:31])=[CH:23][CH:22]=[CH:21][N:20]=2)[NH:8][C:47](=[O:48])[CH2:46][N:38]2[C:39]3[C:44](=[CH:43][CH:42]=[CH:41][CH:40]=3)[NH:45][C:36](=[O:35])[CH2:37]2)[CH:12]=[C:13]([F:18])[CH:14]=1.